From a dataset of Full USPTO retrosynthesis dataset with 1.9M reactions from patents (1976-2016). Predict the reactants needed to synthesize the given product. Given the product [CH3:1][C:8]1[N:9]=[N:10][C:11]([C:14]2[CH:28]=[CH:27][C:26]([C:29]3([C:36]4[CH:37]=[CH:38][C:39]([O:40][CH2:41][C:42]5[S:43][CH:44]=[CH:45][N:46]=5)=[CH:47][CH:48]=4)[CH2:34][CH:33]4[CH2:35][CH:30]3[CH2:31][CH2:32]4)=[CH:25][CH:24]=2)=[CH:12][CH:13]=1, predict the reactants needed to synthesize it. The reactants are: [C:1](=O)([O-])[O-].[Na+].[Na+].Cl[C:8]1[N:9]=[N:10][C:11]([CH3:14])=[CH:12][CH:13]=1.CC1(C)C(C)(C)OB(C2[CH:28]=[CH:27][C:26]([C:29]3([C:36]4[CH:48]=[CH:47][C:39]([O:40][CH2:41][C:42]5[S:43][CH:44]=[CH:45][N:46]=5)=[CH:38][CH:37]=4)[CH2:34][CH:33]4[CH2:35][CH:30]3[CH2:31][CH2:32]4)=[CH:25][CH:24]=2)O1.C(=O)(O)[O-].[Na+].